Dataset: NCI-60 drug combinations with 297,098 pairs across 59 cell lines. Task: Regression. Given two drug SMILES strings and cell line genomic features, predict the synergy score measuring deviation from expected non-interaction effect. (1) Drug 1: C1=NC(=NC(=O)N1C2C(C(C(O2)CO)O)O)N. Drug 2: C(=O)(N)NO. Cell line: MDA-MB-231. Synergy scores: CSS=13.6, Synergy_ZIP=-5.55, Synergy_Bliss=-0.597, Synergy_Loewe=-1.18, Synergy_HSA=-0.757. (2) Drug 1: C(CC(=O)O)C(=O)CN.Cl. Drug 2: C1C(C(OC1N2C=NC(=NC2=O)N)CO)O. Cell line: MOLT-4. Synergy scores: CSS=52.7, Synergy_ZIP=-1.66, Synergy_Bliss=-1.50, Synergy_Loewe=-5.98, Synergy_HSA=0.863. (3) Drug 1: CCC1=CC2CC(C3=C(CN(C2)C1)C4=CC=CC=C4N3)(C5=C(C=C6C(=C5)C78CCN9C7C(C=CC9)(C(C(C8N6C)(C(=O)OC)O)OC(=O)C)CC)OC)C(=O)OC.C(C(C(=O)O)O)(C(=O)O)O. Drug 2: CC12CCC3C(C1CCC2OP(=O)(O)O)CCC4=C3C=CC(=C4)OC(=O)N(CCCl)CCCl.[Na+]. Cell line: U251. Synergy scores: CSS=10.1, Synergy_ZIP=-1.97, Synergy_Bliss=-3.48, Synergy_Loewe=-27.0, Synergy_HSA=-1.89. (4) Drug 1: COC1=C(C=C2C(=C1)N=CN=C2NC3=CC(=C(C=C3)F)Cl)OCCCN4CCOCC4. Drug 2: C1=CC(=C2C(=C1NCCNCCO)C(=O)C3=C(C=CC(=C3C2=O)O)O)NCCNCCO. Cell line: CAKI-1. Synergy scores: CSS=76.6, Synergy_ZIP=-0.0977, Synergy_Bliss=-0.564, Synergy_Loewe=3.83, Synergy_HSA=7.10. (5) Drug 1: COC1=NC(=NC2=C1N=CN2C3C(C(C(O3)CO)O)O)N. Drug 2: CNC(=O)C1=NC=CC(=C1)OC2=CC=C(C=C2)NC(=O)NC3=CC(=C(C=C3)Cl)C(F)(F)F. Cell line: SK-MEL-5. Synergy scores: CSS=3.18, Synergy_ZIP=1.26, Synergy_Bliss=0.811, Synergy_Loewe=1.20, Synergy_HSA=0.163. (6) Drug 1: COC1=C(C=C2C(=C1)N=CN=C2NC3=CC(=C(C=C3)F)Cl)OCCCN4CCOCC4. Drug 2: COC1=CC(=CC(=C1O)OC)C2C3C(COC3=O)C(C4=CC5=C(C=C24)OCO5)OC6C(C(C7C(O6)COC(O7)C8=CC=CS8)O)O. Cell line: NCI-H460. Synergy scores: CSS=62.2, Synergy_ZIP=4.69, Synergy_Bliss=5.29, Synergy_Loewe=7.29, Synergy_HSA=9.57. (7) Drug 1: CCCS(=O)(=O)NC1=C(C(=C(C=C1)F)C(=O)C2=CNC3=C2C=C(C=N3)C4=CC=C(C=C4)Cl)F. Drug 2: COCCOC1=C(C=C2C(=C1)C(=NC=N2)NC3=CC=CC(=C3)C#C)OCCOC.Cl. Cell line: SNB-19. Synergy scores: CSS=5.50, Synergy_ZIP=2.28, Synergy_Bliss=4.43, Synergy_Loewe=0.744, Synergy_HSA=1.58. (8) Drug 1: C1=CC=C(C=C1)NC(=O)CCCCCCC(=O)NO. Drug 2: CN1C=C(C=N1)C2=C3N=C(C(=C(N3N=C2)N)Br)C4CCCNC4. Cell line: SW-620. Synergy scores: CSS=49.4, Synergy_ZIP=5.75, Synergy_Bliss=6.16, Synergy_Loewe=-25.9, Synergy_HSA=4.80. (9) Drug 1: CN1CCC(CC1)COC2=C(C=C3C(=C2)N=CN=C3NC4=C(C=C(C=C4)Br)F)OC. Drug 2: C1C(C(OC1N2C=NC3=C(N=C(N=C32)Cl)N)CO)O. Cell line: SF-295. Synergy scores: CSS=-0.714, Synergy_ZIP=-1.37, Synergy_Bliss=-4.97, Synergy_Loewe=-4.43, Synergy_HSA=-4.44.